From a dataset of Forward reaction prediction with 1.9M reactions from USPTO patents (1976-2016). Predict the product of the given reaction. (1) Given the reactants [F:1][C:2]1[CH:7]=[CH:6][C:5]([NH:8][C:9]2[CH:14]=[C:13]([NH2:15])[N:12]=[CH:11][N:10]=2)=[CH:4][CH:3]=1.[Cl:16][C:17]1[CH:22]=[CH:21][CH:20]=[C:19]([Cl:23])[C:18]=1[N:24]=[C:25]=[O:26], predict the reaction product. The product is: [Cl:16][C:17]1[CH:22]=[CH:21][CH:20]=[C:19]([Cl:23])[C:18]=1[NH:24][C:25]([NH:15][C:13]1[CH:14]=[C:9]([NH:8][C:5]2[CH:4]=[CH:3][C:2]([F:1])=[CH:7][CH:6]=2)[N:10]=[CH:11][N:12]=1)=[O:26]. (2) Given the reactants [CH3:1][C:2]([C:4]1[CH:12]=[CH:11][C:9]([OH:10])=[C:6]([O:7][CH3:8])[CH:5]=1)=[O:3].C(=O)([O-])[O-].[K+].[K+].[CH2:19]([O:21][C:22](=[O:27])[CH2:23][CH2:24][CH2:25]Br)[CH3:20].O, predict the reaction product. The product is: [C:2]([C:4]1[CH:12]=[CH:11][C:9]([O:10][CH2:25][CH2:24][CH2:23][C:22]([O:21][CH2:19][CH3:20])=[O:27])=[C:6]([O:7][CH3:8])[CH:5]=1)(=[O:3])[CH3:1]. (3) Given the reactants [C:1]1([C:7]2[C:16]3[C:11](=[CH:12][CH:13]=[CH:14][CH:15]=3)[CH:10]=[CH:9][CH:8]=2)[CH:6]=[CH:5][CH:4]=[CH:3][CH:2]=1.[C:17](Cl)(=[O:20])[CH:18]=[CH2:19].[Cl-].[Al+3].[Cl-].[Cl-], predict the reaction product. The product is: [C:17]([C:8]1[CH:9]=[CH:10][C:11]2[C:16](=[CH:15][CH:14]=[CH:13][CH:12]=2)[C:7]=1[C:1]1[CH:6]=[CH:5][CH:4]=[CH:3][CH:2]=1)(=[O:20])[CH:18]=[CH2:19]. (4) Given the reactants Cl[C:2]1[N:7]=[C:6]([O:8][CH2:9][C:10]([F:13])([F:12])[F:11])[N:5]=[C:4]([NH:14][CH2:15][C:16]2[O:17][C:18]([CH3:21])=[CH:19][CH:20]=2)[N:3]=1.[N:22]1([C:28]2[CH:29]=[C:30]([NH2:34])[CH:31]=[CH:32][CH:33]=2)[CH2:27][CH2:26][O:25][CH2:24][CH2:23]1.C([O-])([O-])=O.[K+].[K+].CS(C)=O, predict the reaction product. The product is: [CH3:21][C:18]1[O:17][C:16]([CH2:15][NH:14][C:4]2[N:3]=[C:2]([NH:34][C:30]3[CH:31]=[CH:32][CH:33]=[C:28]([N:22]4[CH2:27][CH2:26][O:25][CH2:24][CH2:23]4)[CH:29]=3)[N:7]=[C:6]([O:8][CH2:9][C:10]([F:13])([F:12])[F:11])[N:5]=2)=[CH:20][CH:19]=1. (5) Given the reactants [OH:1][C:2]1([C:5]([O:7][CH2:8][CH3:9])=[O:6])[CH2:4][CH2:3]1.CC1C=CC(S(O)(=O)=O)=CC=1.[CH2:21]1[CH2:26][O:25][CH:24]=[CH:23][CH2:22]1, predict the reaction product. The product is: [O:25]1[CH2:26][CH2:21][CH2:22][CH2:23][CH:24]1[O:1][C:2]1([C:5]([O:7][CH2:8][CH3:9])=[O:6])[CH2:4][CH2:3]1. (6) Given the reactants [C:1]([O:5][C:6]([N:8]1[C:16]2[C:11](=[N:12][CH:13]=[C:14](Br)[CH:15]=2)[C:10]([CH3:19])([CH3:18])[CH2:9]1)=[O:7])([CH3:4])([CH3:3])[CH3:2].[Br-].[Li+].[Cl-].[F:23][C:24]1[CH:31]=[CH:30][CH:29]=[CH:28][C:25]=1[CH2:26][Zn+].C(O)(=O)CC(CC(O)=O)(C(O)=O)O, predict the reaction product. The product is: [C:1]([O:5][C:6]([N:8]1[C:16]2[C:11](=[N:12][CH:13]=[C:14]([CH2:26][C:25]3[CH:28]=[CH:29][CH:30]=[CH:31][C:24]=3[F:23])[CH:15]=2)[C:10]([CH3:19])([CH3:18])[CH2:9]1)=[O:7])([CH3:4])([CH3:3])[CH3:2]. (7) Given the reactants [C:1]([C:4]1[CH:18]=[CH:17][C:7]([O:8][CH2:9][C:10]([N:12]2[CH2:16][CH2:15][CH2:14][CH2:13]2)=[O:11])=[CH:6][CH:5]=1)(=O)[CH3:2].[CH2:19]([NH2:22])[CH2:20][NH2:21], predict the reaction product. The product is: [NH2:21][CH2:20][CH2:19][NH:22][CH:1]([C:4]1[CH:18]=[CH:17][C:7]([O:8][CH2:9][C:10]([N:12]2[CH2:16][CH2:15][CH2:14][CH2:13]2)=[O:11])=[CH:6][CH:5]=1)[CH3:2].